Dataset: NCI-60 drug combinations with 297,098 pairs across 59 cell lines. Task: Regression. Given two drug SMILES strings and cell line genomic features, predict the synergy score measuring deviation from expected non-interaction effect. (1) Drug 1: CCC1=CC2CC(C3=C(CN(C2)C1)C4=CC=CC=C4N3)(C5=C(C=C6C(=C5)C78CCN9C7C(C=CC9)(C(C(C8N6C)(C(=O)OC)O)OC(=O)C)CC)OC)C(=O)OC.C(C(C(=O)O)O)(C(=O)O)O. Drug 2: C1=NNC2=C1C(=O)NC=N2. Cell line: SNB-19. Synergy scores: CSS=36.8, Synergy_ZIP=-1.10, Synergy_Bliss=-1.15, Synergy_Loewe=-8.28, Synergy_HSA=0.110. (2) Drug 1: CCC1(CC2CC(C3=C(CCN(C2)C1)C4=CC=CC=C4N3)(C5=C(C=C6C(=C5)C78CCN9C7C(C=CC9)(C(C(C8N6C=O)(C(=O)OC)O)OC(=O)C)CC)OC)C(=O)OC)O.OS(=O)(=O)O. Drug 2: COC1=NC(=NC2=C1N=CN2C3C(C(C(O3)CO)O)O)N. Cell line: HCT116. Synergy scores: CSS=2.96, Synergy_ZIP=3.31, Synergy_Bliss=3.90, Synergy_Loewe=7.68, Synergy_HSA=3.86.